This data is from Catalyst prediction with 721,799 reactions and 888 catalyst types from USPTO. The task is: Predict which catalyst facilitates the given reaction. (1) Reactant: [NH2:1][CH2:2][CH2:3][N:4]([CH3:34])[C@@H:5]1[CH2:12][N:11]2[C:13]3[CH:14]=[C:15]([C:26]([O:28][CH3:29])=[O:27])[CH:16]=[CH:17][C:18]=3[C:19]([CH:20]3[CH2:25][CH2:24][CH2:23][CH2:22][CH2:21]3)=[C:10]2[C:9]2[CH:30]=[CH:31][CH:32]=[CH:33][C:8]=2[O:7][CH2:6]1.[CH:35](OCC(F)(F)F)=O. Product: [CH:20]1([C:19]2[C:18]3[CH:17]=[CH:16][C:15]([C:26]([O:28][CH3:29])=[O:27])=[CH:14][C:13]=3[N:11]3[C:10]=2[C:9]2[CH:30]=[CH:31][CH:32]=[CH:33][C:8]=2[O:7][CH2:6][C@H:5]([N:4]([CH3:34])[CH2:3][CH2:2][NH:1][CH3:35])[CH2:12]3)[CH2:21][CH2:22][CH2:23][CH2:24][CH2:25]1. The catalyst class is: 1. (2) Reactant: C[O:2][C:3](=O)[C@@H:4]([CH2:16][NH:17][S:18]([CH3:21])(=[O:20])=[O:19])[NH:5][C:6]([O:8][CH2:9][C:10]1[CH:15]=[CH:14][CH:13]=[CH:12][CH:11]=1)=[O:7].C1COCC1.[Cl-].[Li+].[BH4-].[Na+]. Product: [OH:2][CH2:3][C@H:4]([NH:5][C:6](=[O:7])[O:8][CH2:9][C:10]1[CH:15]=[CH:14][CH:13]=[CH:12][CH:11]=1)[CH2:16][NH:17][S:18]([CH3:21])(=[O:20])=[O:19]. The catalyst class is: 8. (3) Reactant: [Br:1][C:2]1[C:3](Cl)=[N:4][CH:5]=[C:6]([CH:12]=1)[C:7]([O:9][CH2:10][CH3:11])=[O:8].[NH:14]1[CH2:19][CH2:18][NH:17][CH2:16][CH2:15]1.C(N(CC)CC)C.C([O-])([O-])=O.[K+].[K+]. Product: [Br:1][C:2]1[C:3]([N:14]2[CH2:19][CH2:18][NH:17][CH2:16][CH2:15]2)=[N:4][CH:5]=[C:6]([CH:12]=1)[C:7]([O:9][CH2:10][CH3:11])=[O:8]. The catalyst class is: 162. (4) Reactant: [C:1]([O:5][C:6]([NH:8][CH:9]([C:11]1[C:12]([O:29][CH3:30])=[C:13]([CH:19]([CH2:25][N+:26]([O-])=O)[CH2:20][C:21]([O:23]C)=O)[C:14]([CH3:18])=[C:15]([Cl:17])[CH:16]=1)[CH3:10])=[O:7])([CH3:4])([CH3:3])[CH3:2].[BH4-].[Na+]. Product: [Cl:17][C:15]1[C:14]([CH3:18])=[C:13]([CH:19]2[CH2:20][C:21](=[O:23])[NH:26][CH2:25]2)[C:12]([O:29][CH3:30])=[C:11]([CH:9]([NH:8][C:6](=[O:7])[O:5][C:1]([CH3:3])([CH3:4])[CH3:2])[CH3:10])[CH:16]=1. The catalyst class is: 652. (5) Reactant: [N:1]12[CH2:8][CH2:7][CH:4]([CH2:5][CH2:6]1)[C@@H:3]([O:9][C:10]([C:12]1([C:19]3[CH:24]=[CH:23][CH:22]=[CH:21][CH:20]=3)[CH2:18][CH2:17][CH2:16][CH2:15][CH2:14][CH2:13]1)=[O:11])[CH2:2]2.[Br:25][CH2:26][C:27]([NH:29][C:30]1[N:31]=[N:32][C:33]([C:36]([F:39])([F:38])[F:37])=[CH:34][CH:35]=1)=[O:28]. Product: [Br-:25].[C:19]1([C:12]2([C:10]([O:9][C@@H:3]3[CH:4]4[CH2:7][CH2:8][N+:1]([CH2:26][C:27](=[O:28])[NH:29][C:30]5[N:31]=[N:32][C:33]([C:36]([F:37])([F:39])[F:38])=[CH:34][CH:35]=5)([CH2:6][CH2:5]4)[CH2:2]3)=[O:11])[CH2:18][CH2:17][CH2:16][CH2:15][CH2:14][CH2:13]2)[CH:20]=[CH:21][CH:22]=[CH:23][CH:24]=1. The catalyst class is: 10. (6) Product: [CH2:1]([C:3]1[CH:4]=[C:5]2[C:10](=[CH:11][C:12]=1[O:13][CH3:14])[O:9][CH:8]([C:15]([F:16])([F:17])[F:18])[C:7]([C:19]([O-:21])=[O:20])=[CH:6]2)[CH3:2].[Na+:23]. Reactant: [CH2:1]([C:3]1[CH:4]=[C:5]2[C:10](=[CH:11][C:12]=1[O:13][CH3:14])[O:9][CH:8]([C:15]([F:18])([F:17])[F:16])[C:7]([C:19]([OH:21])=[O:20])=[CH:6]2)[CH3:2].[OH-].[Na+:23]. The catalyst class is: 8. (7) Reactant: [O:1]=[C:2]1[C:6]2[CH:7]=[CH:8][CH:9]=[CH:10][C:5]=2[C:4](=[O:11])[N:3]1[CH2:12][CH2:13][CH2:14][S:15]([O-:18])(=O)=[O:16].[K+].P(Cl)(Cl)(Cl)(Cl)[Cl:21]. Product: [Cl:21][S:15]([CH2:14][CH2:13][CH2:12][N:3]1[C:2](=[O:1])[C:6]2[CH:7]=[CH:8][CH:9]=[CH:10][C:5]=2[C:4]1=[O:11])(=[O:18])=[O:16]. The catalyst class is: 4. (8) Reactant: [N:1]([O-:3])=O.[Na+].[CH3:5][O:6][CH2:7][CH2:8][CH2:9][CH2:10][C:11](=[O:17])[CH2:12][C:13]([O:15][CH3:16])=[O:14]. Product: [OH:3][N:1]=[C:12]([C:11](=[O:17])[CH2:10][CH2:9][CH2:8][CH2:7][O:6][CH3:5])[C:13]([O:15][CH3:16])=[O:14]. The catalyst class is: 86.